From a dataset of TCR-epitope binding with 47,182 pairs between 192 epitopes and 23,139 TCRs. Binary Classification. Given a T-cell receptor sequence (or CDR3 region) and an epitope sequence, predict whether binding occurs between them. (1) The epitope is DPFRLLQNSQVFS. The TCR CDR3 sequence is CSVGPGRPGYTF. Result: 1 (the TCR binds to the epitope). (2) The epitope is NLNESLIDL. The TCR CDR3 sequence is CASSGLSGANVLTF. Result: 1 (the TCR binds to the epitope). (3) The epitope is RPPIFIRRL. The TCR CDR3 sequence is CASSPGLAGGYETQYF. Result: 0 (the TCR does not bind to the epitope). (4) The epitope is HSKKKCDEL. The TCR CDR3 sequence is CASSLGGELFF. Result: 0 (the TCR does not bind to the epitope). (5) The epitope is KAYNVTQAF. The TCR CDR3 sequence is CASSFLTGFNQPQHF. Result: 0 (the TCR does not bind to the epitope).